From a dataset of Forward reaction prediction with 1.9M reactions from USPTO patents (1976-2016). Predict the product of the given reaction. (1) Given the reactants [Cl:1][C:2]1[CH:7]=[CH:6][C:5]([NH:8][C:9]2[S:10][C:11]([CH3:16])=[CH:12][C:13]=2[C:14]#[N:15])=[C:4]([N+:17]([O-])=O)[CH:3]=1.[Sn](Cl)Cl.Cl.O, predict the reaction product. The product is: [ClH:1].[Cl:1][C:2]1[CH:7]=[CH:6][C:5]2[NH:8][C:9]3[S:10][C:11]([CH3:16])=[CH:12][C:13]=3[C:14]([NH2:15])=[N:17][C:4]=2[CH:3]=1. (2) Given the reactants [C@H:1]12[CH2:6][C@H:5]1[CH2:4][C@@H:3]([CH2:7][NH:8][C:9]([C:11]1[CH:12]=[CH:13][CH:14]=[C:15]3[O:19][CH:18]=[CH:17][C:16]=13)=[O:10])[NH:2]2.[NH2:20][C:21]1[S:22][CH:23]=[C:24]([C:26]2[CH:34]=[CH:33][CH:32]=[CH:31][C:27]=2[C:28](O)=[O:29])[N:25]=1, predict the reaction product. The product is: [NH2:20][C:21]1[S:22][CH:23]=[C:24]([C:26]2[CH:34]=[CH:33][CH:32]=[CH:31][C:27]=2[C:28]([N:2]2[C@H:3]([CH2:7][NH:8][C:9]([C:11]3[CH:12]=[CH:13][CH:14]=[C:15]4[O:19][CH:18]=[CH:17][C:16]=34)=[O:10])[CH2:4][C@H:5]3[C@@H:1]2[CH2:6]3)=[O:29])[N:25]=1. (3) Given the reactants [CH2:1]([O:3][C:4](=[O:18])[CH2:5][N:6]1[C:14]2[CH2:13][CH2:12][CH2:11][C@@H:10]([N:15]=[N+]=[N-])[C:9]=2[CH:8]=[N:7]1)[CH3:2], predict the reaction product. The product is: [CH2:1]([O:3][C:4](=[O:18])[CH2:5][N:6]1[C:14]2[CH2:13][CH2:12][CH2:11][C@@H:10]([NH2:15])[C:9]=2[CH:8]=[N:7]1)[CH3:2]. (4) Given the reactants [NH2:1][C:2]1[CH:10]=[C:9]([O:11][CH3:12])[C:8]([O:13][CH3:14])=[CH:7][C:3]=1[C:4](O)=[O:5].COC(OC)OC.C([O-])=O.[NH4+:25].[CH3:26]O, predict the reaction product. The product is: [CH3:14][O:13][C:8]1[CH:7]=[C:3]2[C:2](=[CH:10][C:9]=1[O:11][CH3:12])[N:1]=[CH:26][NH:25][C:4]2=[O:5]. (5) The product is: [F:24][CH:2]([F:1])[C:3]1[N:8]2[N:9]=[CH:10][C:11]([C:12]#[C:13][C:26]3[CH:27]=[C:28]([S:32]([NH:35][CH2:36][CH2:37][O:38][CH3:39])(=[O:33])=[O:34])[CH:29]=[CH:30][CH:31]=3)=[C:7]2[N:6]=[C:5]([C:14]2[CH:19]=[CH:18][C:17]([C:20]([F:23])([F:22])[F:21])=[CH:16][CH:15]=2)[CH:4]=1. Given the reactants [F:1][CH:2]([F:24])[C:3]1[N:8]2[N:9]=[CH:10][C:11]([C:12]#[CH:13])=[C:7]2[N:6]=[C:5]([C:14]2[CH:19]=[CH:18][C:17]([C:20]([F:23])([F:22])[F:21])=[CH:16][CH:15]=2)[CH:4]=1.Br[C:26]1[CH:27]=[C:28]([S:32]([NH:35][CH2:36][CH2:37][O:38][CH3:39])(=[O:34])=[O:33])[CH:29]=[CH:30][CH:31]=1, predict the reaction product. (6) Given the reactants [CH2:1]([C@@H:8]1[CH2:13][NH:12][CH2:11][CH2:10][N:9]1[C:14]([C:16]1[N:17]=[CH:18][N:19]([C@@H:27]2[CH2:32][CH2:31][CH2:30][CH2:29][C@:28]2([CH2:34][O:35][CH3:36])[OH:33])[C:20]=1[C:21]1[CH:26]=[CH:25][CH:24]=[CH:23][CH:22]=1)=[O:15])[C:2]1[CH:7]=[CH:6][CH:5]=[CH:4][CH:3]=1.Cl[CH2:38][C:39]1[O:40][C:41](=[O:45])[O:42][C:43]=1[CH3:44].C(=O)([O-])O.[K+].C(=O)([O-])O.[Na+], predict the reaction product. The product is: [CH2:1]([C@H:8]1[N:9]([C:14]([C:16]2[N:17]=[CH:18][N:19]([C@@H:27]3[CH2:32][CH2:31][CH2:30][CH2:29][C@@:28]3([OH:33])[CH2:34][O:35][CH3:36])[C:20]=2[C:21]2[CH:22]=[CH:23][CH:24]=[CH:25][CH:26]=2)=[O:15])[CH2:10][CH2:11][N:12]([CH2:38][C:39]2[O:40][C:41](=[O:45])[O:42][C:43]=2[CH3:44])[CH2:13]1)[C:2]1[CH:7]=[CH:6][CH:5]=[CH:4][CH:3]=1. (7) Given the reactants [Br:1][CH2:2][C:3]1[CH:4]=[C:5]([CH:10]=[CH:11][CH:12]=1)[C:6](OC)=[O:7].[H-].C([Al+]CC(C)C)C(C)C.CO, predict the reaction product. The product is: [Br:1][CH2:2][C:3]1[CH:4]=[C:5]([CH2:6][OH:7])[CH:10]=[CH:11][CH:12]=1. (8) The product is: [OH:11][CH2:10][C:7]1[CH:8]=[CH:9][C:2]([F:1])=[C:3]([CH:6]=1)[CH2:4][NH2:5]. Given the reactants [F:1][C:2]1[CH:9]=[CH:8][C:7]([CH:10]=[O:11])=[CH:6][C:3]=1[C:4]#[N:5].[BH4-].[Na+].S(OC)(OC)(=O)=O, predict the reaction product.